This data is from Catalyst prediction with 721,799 reactions and 888 catalyst types from USPTO. The task is: Predict which catalyst facilitates the given reaction. The catalyst class is: 57. Reactant: [Cl:1][C:2]1[CH:24]=[CH:23][C:5]([CH2:6][CH:7]2[C:11]([CH2:13][N:14]3[CH:18]=[N:17][CH:16]=[N:15]3)([OH:12])[C:10]([CH2:21][OH:22])([CH2:19][OH:20])[CH2:9][CH2:8]2)=[CH:4][CH:3]=1.C(N(CC)CC)C.[S:32](Cl)([CH3:35])(=[O:34])=[O:33]. Product: [CH3:35][S:32]([O:22][CH2:21][C:10]1([CH2:19][O:20][S:32]([CH3:35])(=[O:34])=[O:33])[CH2:9][CH2:8][CH:7]([CH2:6][C:5]2[CH:23]=[CH:24][C:2]([Cl:1])=[CH:3][CH:4]=2)[C:11]1([OH:12])[CH2:13][N:14]1[CH:18]=[N:17][CH:16]=[N:15]1)(=[O:34])=[O:33].